From a dataset of Reaction yield outcomes from USPTO patents with 853,638 reactions. Predict the reaction yield, written as a fraction of the theoretical maximum amount of product (1.0 means a 100% yield; for example, 0.34 means a 34% yield). (1) The reactants are [Br:1][C:2]1[CH:24]=[N:23][C:5]2[N:6](COCC[Si](C)(C)C)[C:7]3[CH:12]=[N:11][C:10]([C:13]#[N:14])=[CH:9][C:8]=3[C:4]=2[C:3]=1[N:25]1[CH2:29][CH2:28][C@H:27]([N:30]([CH2:38][CH3:39])C(=O)OC(C)(C)C)[CH2:26]1.Br.[OH-].[Na+].Cl. The catalyst is O1CCOCC1. The product is [Br:1][C:2]1[CH:24]=[N:23][C:5]2[NH:6][C:7]3[CH:12]=[N:11][C:10]([C:13]#[N:14])=[CH:9][C:8]=3[C:4]=2[C:3]=1[N:25]1[CH2:29][CH2:28][C@H:27]([NH:30][CH2:38][CH3:39])[CH2:26]1. The yield is 0.260. (2) The yield is 0.640. The catalyst is O1CCCC1. The reactants are [C:1]1([CH:7]([OH:11])[CH2:8][CH:9]=[CH2:10])[CH:6]=[CH:5][CH:4]=[CH:3][CH:2]=1.C(O)/C=C\[CH2:15][OH:16]. The product is [C:1]1([CH:7]([OH:11])[CH2:8][CH:9]=[CH:10][CH2:15][OH:16])[CH:6]=[CH:5][CH:4]=[CH:3][CH:2]=1. (3) The reactants are [C:1](Cl)(=[O:8])[C:2]1[CH:7]=[CH:6][CH:5]=[CH:4][CH:3]=1.[Sn](Cl)(Cl)(Cl)Cl.[CH3:15][C:16]1[CH:20]=[C:19]([CH3:21])[NH:18][C:17]=1[C:22]([O:24][CH2:25][CH3:26])=[O:23]. The catalyst is ClCCl. The product is [C:1]([C:20]1[C:16]([CH3:15])=[C:17]([C:22]([O:24][CH2:25][CH3:26])=[O:23])[NH:18][C:19]=1[CH3:21])(=[O:8])[C:2]1[CH:7]=[CH:6][CH:5]=[CH:4][CH:3]=1. The yield is 0.855. (4) The catalyst is C(OCC)(=O)C.CC(O)C. The product is [F:1][C:2]1[C:3]([CH2:24][NH:25][CH3:26])=[CH:4][N:5]([S:14]([C:17]2[C:22]([CH3:23])=[CH:21][CH:20]=[CH:19][N:18]=2)(=[O:16])=[O:15])[C:6]=1[C:7]1[C:8]([F:13])=[N:9][CH:10]=[CH:11][CH:12]=1. The yield is 0.540. The reactants are [F:1][C:2]1[C:3]([CH2:24][N:25](C)[C:26](=O)OC(C)(C)C)=[CH:4][N:5]([S:14]([C:17]2[C:22]([CH3:23])=[CH:21][CH:20]=[CH:19][N:18]=2)(=[O:16])=[O:15])[C:6]=1[C:7]1[C:8]([F:13])=[N:9][CH:10]=[CH:11][CH:12]=1.C(OCC)(=O)C.Cl. (5) The reactants are [CH2:1]([NH2:4])[C:2]#[CH:3].C(N(CC)CC)C.[CH:12]1([C:17](Cl)=[O:18])[CH2:16][CH2:15][CH2:14][CH2:13]1. The catalyst is C(Cl)Cl. The product is [CH2:1]([NH:4][C:17]([CH:12]1[CH2:16][CH2:15][CH2:14][CH2:13]1)=[O:18])[C:2]#[CH:3]. The yield is 0.530. (6) The reactants are [CH2:1]([N:19]([CH2:25][CH2:26][CH2:27][CH2:28][CH2:29][CH2:30][CH2:31][CH2:32][CH2:33][CH2:34][CH2:35][CH2:36][CH2:37][CH2:38][CH2:39][CH2:40][CH2:41][CH3:42])[CH2:20][C:21](OC)=[O:22])[CH2:2][CH2:3][CH2:4][CH2:5][CH2:6][CH2:7][CH2:8][CH2:9][CH2:10][CH2:11][CH2:12][CH2:13][CH2:14][CH2:15][CH2:16][CH2:17][CH3:18].[H-].[H-].[H-].[H-].[Li+].[Al+3]. The catalyst is C1COCC1. The product is [CH2:25]([N:19]([CH2:1][CH2:2][CH2:3][CH2:4][CH2:5][CH2:6][CH2:7][CH2:8][CH2:9][CH2:10][CH2:11][CH2:12][CH2:13][CH2:14][CH2:15][CH2:16][CH2:17][CH3:18])[CH2:20][CH2:21][OH:22])[CH2:26][CH2:27][CH2:28][CH2:29][CH2:30][CH2:31][CH2:32][CH2:33][CH2:34][CH2:35][CH2:36][CH2:37][CH2:38][CH2:39][CH2:40][CH2:41][CH3:42]. The yield is 0.940.